This data is from Peptide-MHC class I binding affinity with 185,985 pairs from IEDB/IMGT. The task is: Regression. Given a peptide amino acid sequence and an MHC pseudo amino acid sequence, predict their binding affinity value. This is MHC class I binding data. (1) The peptide sequence is AFYWHFIFR. The MHC is HLA-A29:02 with pseudo-sequence HLA-A29:02. The binding affinity (normalized) is 0.0847. (2) The peptide sequence is YTVKFPNLIDL. The MHC is H-2-Kb with pseudo-sequence H-2-Kb. The binding affinity (normalized) is 0.107. (3) The MHC is HLA-A11:01 with pseudo-sequence HLA-A11:01. The peptide sequence is SSEADCFTY. The binding affinity (normalized) is 0.0847. (4) The peptide sequence is RTENFVLSI. The MHC is HLA-A32:01 with pseudo-sequence HLA-A32:01. The binding affinity (normalized) is 0.955. (5) The peptide sequence is DISDVKVLAA. The MHC is HLA-A02:02 with pseudo-sequence HLA-A02:02. The binding affinity (normalized) is 0.0362. (6) The peptide sequence is LMGHFSWWT. The MHC is HLA-A02:03 with pseudo-sequence HLA-A02:03. The binding affinity (normalized) is 0.574. (7) The peptide sequence is ILFQNNDINA. The MHC is HLA-A02:03 with pseudo-sequence HLA-A02:03. The binding affinity (normalized) is 0.445.